Dataset: Peptide-MHC class I binding affinity with 185,985 pairs from IEDB/IMGT. Task: Regression. Given a peptide amino acid sequence and an MHC pseudo amino acid sequence, predict their binding affinity value. This is MHC class I binding data. (1) The peptide sequence is HVPTRGTAM. The MHC is HLA-A01:01 with pseudo-sequence HLA-A01:01. The binding affinity (normalized) is 0.0847. (2) The peptide sequence is INQMVRLI. The MHC is H-2-Db with pseudo-sequence H-2-Db. The binding affinity (normalized) is 0. (3) The peptide sequence is VFAQVKQMY. The MHC is HLA-A01:01 with pseudo-sequence HLA-A01:01. The binding affinity (normalized) is 0. (4) The peptide sequence is VVVLYSPL. The MHC is H-2-Db with pseudo-sequence H-2-Db. The binding affinity (normalized) is 0.200. (5) The peptide sequence is RQFPWAFEF. The MHC is Mamu-B52 with pseudo-sequence Mamu-B52. The binding affinity (normalized) is 0.829.